This data is from Full USPTO retrosynthesis dataset with 1.9M reactions from patents (1976-2016). The task is: Predict the reactants needed to synthesize the given product. (1) Given the product [NH2:1][C:2]1[CH:3]=[C:4]([CH:16]=[CH:17][C:18]=1[CH:20]1[CH2:22][CH2:21]1)[CH2:5][C:6]1([C:9]([O:11][C:12]([CH3:15])([CH3:14])[CH3:13])=[O:10])[CH2:8][CH2:7]1, predict the reactants needed to synthesize it. The reactants are: [NH2:1][C:2]1[CH:3]=[C:4]([CH:16]=[CH:17][C:18]=1Cl)[CH2:5][C:6]1([C:9]([O:11][C:12]([CH3:15])([CH3:14])[CH3:13])=[O:10])[CH2:8][CH2:7]1.[CH:20]1(B(O)O)[CH2:22][CH2:21]1.P([O-])([O-])([O-])=O.[K+].[K+].[K+].C1(P(C2CCCCC2)C2CCCCC2)CCCCC1. (2) Given the product [CH2:23]([O:28][C:29]1[C:36]([O:37][CH3:38])=[CH:35][CH:34]=[CH:33][C:30]=1/[CH:31]=[CH:1]/[C:2]1[N:3]=[C:4]2[S:22][CH:21]=[CH:20][N:5]2[C:6](=[O:19])[C:7]=1[C:8]1[CH:13]=[CH:12][C:11]([O:14][C:15]([F:17])([F:18])[F:16])=[CH:10][CH:9]=1)[CH2:24][CH:25]([CH3:27])[CH3:26], predict the reactants needed to synthesize it. The reactants are: [CH3:1][C:2]1[N:3]=[C:4]2[S:22][CH:21]=[CH:20][N:5]2[C:6](=[O:19])[C:7]=1[C:8]1[CH:13]=[CH:12][C:11]([O:14][C:15]([F:18])([F:17])[F:16])=[CH:10][CH:9]=1.[CH2:23]([O:28][C:29]1[C:36]([O:37][CH3:38])=[CH:35][CH:34]=[CH:33][C:30]=1[CH:31]=O)[CH2:24][CH:25]([CH3:27])[CH3:26].[O-]CC.[Na+]. (3) Given the product [F:20][C:17]1[CH:18]=[CH:19][C:12]([O:11][C:10]2[CH:9]=[C:8]3[C:7](=[CH:22][CH:21]=2)[N:1]([CH2:3][CH2:4][OH:5])[N:2]=[CH:23]3)=[C:13]([CH:16]=1)[C:14]#[N:15], predict the reactants needed to synthesize it. The reactants are: [NH:1]([CH2:3][CH2:4][OH:5])[NH2:2].Br[C:7]1[CH:22]=[CH:21][C:10]([O:11][C:12]2[CH:19]=[CH:18][C:17]([F:20])=[CH:16][C:13]=2[C:14]#[N:15])=[CH:9][C:8]=1[CH:23]=O.FC1C=CC=C(C=1)C#N.P([O-])([O-])([O-])=O.[K+].[K+].[K+]. (4) The reactants are: [NH2:1][C:2]1[CH:3]=[C:4]([F:10])[CH:5]=[C:6]([CH:9]=1)[C:7]#[N:8].[Cl:11][S:12]([C:15]1[CH:16]=[C:17]([C:21](Cl)=[O:22])[N:18]([CH3:20])[CH:19]=1)(=[O:14])=[O:13]. Given the product [C:7]([C:6]1[CH:9]=[C:2]([NH:1][C:21]([C:17]2[N:18]([CH3:20])[CH:19]=[C:15]([S:12]([Cl:11])(=[O:14])=[O:13])[CH:16]=2)=[O:22])[CH:3]=[C:4]([F:10])[CH:5]=1)#[N:8], predict the reactants needed to synthesize it.